This data is from Full USPTO retrosynthesis dataset with 1.9M reactions from patents (1976-2016). The task is: Predict the reactants needed to synthesize the given product. Given the product [N:16]([C:2]1[C:7]([C:8]([O:10][CH3:11])=[O:9])=[C:6]([C:12]([F:15])([F:14])[F:13])[N:5]=[CH:4][CH:3]=1)=[N+:17]=[N-:18], predict the reactants needed to synthesize it. The reactants are: Cl[C:2]1[C:7]([C:8]([O:10][CH3:11])=[O:9])=[C:6]([C:12]([F:15])([F:14])[F:13])[N:5]=[CH:4][CH:3]=1.[N-:16]=[N+:17]=[N-:18].[Na+].